This data is from Full USPTO retrosynthesis dataset with 1.9M reactions from patents (1976-2016). The task is: Predict the reactants needed to synthesize the given product. Given the product [F:1][C:2]1[CH:3]=[C:4]([NH:9][C:10]2[C:11]([NH2:18])=[C:12]([F:17])[CH:13]=[C:14]([F:16])[CH:15]=2)[CH:5]=[C:6]([F:8])[CH:7]=1, predict the reactants needed to synthesize it. The reactants are: [F:1][C:2]1[CH:3]=[C:4]([NH:9][C:10]2[CH:15]=[C:14]([F:16])[CH:13]=[C:12]([F:17])[C:11]=2[N+:18]([O-])=O)[CH:5]=[C:6]([F:8])[CH:7]=1.O.